This data is from Reaction yield outcomes from USPTO patents with 853,638 reactions. The task is: Predict the reaction yield, written as a fraction of the theoretical maximum amount of product (1.0 means a 100% yield; for example, 0.34 means a 34% yield). (1) The catalyst is CO.[C].[Pd]. The yield is 0.990. The reactants are [CH:1]1([O:7][C:8]2[CH:13]=[C:12]([O:14][CH2:15][CH2:16][O:17][CH3:18])[CH:11]=[CH:10][C:9]=2/[CH:19]=[CH:20]/[C:21]([NH:23][S:24]([CH2:27][CH2:28][CH2:29][CH2:30][CH3:31])(=[O:26])=[O:25])=[O:22])[CH2:6][CH2:5][CH2:4][CH2:3][CH2:2]1. The product is [CH:1]1([O:7][C:8]2[CH:13]=[C:12]([O:14][CH2:15][CH2:16][O:17][CH3:18])[CH:11]=[CH:10][C:9]=2[CH2:19][CH2:20][C:21]([NH:23][S:24]([CH2:27][CH2:28][CH2:29][CH2:30][CH3:31])(=[O:26])=[O:25])=[O:22])[CH2:6][CH2:5][CH2:4][CH2:3][CH2:2]1. (2) The reactants are [C:1](N1C=CN=C1)([N:3]1C=CN=C1)=[S:2].[C:13]([O:17][C:18](=[O:26])[N:19]([CH3:25])[CH:20]1[CH2:24][CH2:23][NH:22][CH2:21]1)([CH3:16])([CH3:15])[CH3:14]. The catalyst is C1COCC1. The product is [C:13]([O:17][C:18](=[O:26])[N:19]([CH3:25])[CH:20]1[CH2:24][CH2:23][N:22]([C:1](=[S:2])[NH2:3])[CH2:21]1)([CH3:16])([CH3:15])[CH3:14]. The yield is 0.649.